From a dataset of Experimentally validated miRNA-target interactions with 360,000+ pairs, plus equal number of negative samples. Binary Classification. Given a miRNA mature sequence and a target amino acid sequence, predict their likelihood of interaction. (1) The miRNA is hsa-miR-4498 with sequence UGGGCUGGCAGGGCAAGUGCUG. The protein sequence of the target gene is MGCGLNKLEKRDEKRPGNIYSTLKRPQVETKIDVSYEYRFLEFTTLSAAELPGSSAVRLASLRDLPAQLLELYQQGFSLAALHPFVQPTHEREKTPLEHIFRAILIKKTDRSQKTDLHNEGYILELDCCSSLDHPTDQKLIPEFIKKIQEAASQGLKFVGVIPQYHSSVNSAGSSAPVSTANSTEDARDAKNARGDHASLENEKPGTGDVCSAPAGRNQSPEPSSGPRGEVPLAKQPSSPSGEGDGGELSPQGVSKTLDGPESNPLEVHEEPLSGKMEIFTLFNKPKSHQKCRQYYPVTI.... Result: 0 (no interaction). (2) The miRNA is hsa-miR-6861-3p with sequence UGGACCUCUCCUCCCCAG. The protein sequence of the target gene is MDLFHTPAGALDKLVAHNLHPAPEFTAAVRGALGSLNITLQQHRARGSQRPRVIRIAKGGAYARGTALRGGTDVELVIFLDCFQSFGDQKTCHSETLGAMRMLLESWGGHPGPGLTFEFSQSKASRILQFRLASADGEHWIDVSLVPAFDVLGQPRSGVKPTPNVYSSLLSSHCQAGEYSACFTEPRKNFVNTRPAKLKNLILLVKHWYHQVQTRAVRATLPPSYALELLTIFAWEQGCGKDSFSLAQGLRTVLALIQHSKYLCIFWTENYGFEDPAVGEFLRRQLKRPRPVILDPADPT.... Result: 0 (no interaction).